Task: Regression. Given a peptide amino acid sequence and an MHC pseudo amino acid sequence, predict their binding affinity value. This is MHC class II binding data.. Dataset: Peptide-MHC class II binding affinity with 134,281 pairs from IEDB (1) The peptide sequence is DVCGMFTNRSGSQQWR. The MHC is DRB1_0101 with pseudo-sequence DRB1_0101. The binding affinity (normalized) is 0.261. (2) The peptide sequence is TWTSIPTLAAQFPFN. The MHC is DRB1_0301 with pseudo-sequence DRB1_0301. The binding affinity (normalized) is 0. (3) The MHC is HLA-DPA10301-DPB10402 with pseudo-sequence HLA-DPA10301-DPB10402. The peptide sequence is YALFYKLDVVPIDNDNTSY. The binding affinity (normalized) is 0.362. (4) The MHC is DRB5_0101 with pseudo-sequence DRB5_0101. The peptide sequence is AYHFKDPQYPVWELT. The binding affinity (normalized) is 0.424. (5) The peptide sequence is KEVEEAWASACGGTG. The MHC is HLA-DQA10102-DQB10602 with pseudo-sequence HLA-DQA10102-DQB10602. The binding affinity (normalized) is 0.584. (6) The MHC is HLA-DPA10201-DPB10501 with pseudo-sequence HLA-DPA10201-DPB10501. The peptide sequence is FDAFVAYHIGARIVS. The binding affinity (normalized) is 0.385. (7) The peptide sequence is GWLQIVDKIDAAFKI. The MHC is DRB1_0404 with pseudo-sequence DRB1_0404. The binding affinity (normalized) is 0.648.